This data is from Reaction yield outcomes from USPTO patents with 853,638 reactions. The task is: Predict the reaction yield, written as a fraction of the theoretical maximum amount of product (1.0 means a 100% yield; for example, 0.34 means a 34% yield). (1) The reactants are [Br:1][C:2]1[N:3]([C:8]2[C:17]3[C:12](=[CH:13][CH:14]=[CH:15][CH:16]=3)[C:11]([CH:18]3[CH2:20][CH2:19]3)=[CH:10][CH:9]=2)[C:4]([SH:7])=[N:5][N:6]=1.Br[C:22]([CH3:31])([CH3:30])[C:23]([O:25][C:26]([CH3:29])([CH3:28])[CH3:27])=[O:24].C(N(C(C)C)CC)(C)C. The catalyst is CN(C=O)C. The product is [Br:1][C:2]1[N:3]([C:8]2[C:17]3[C:12](=[CH:13][CH:14]=[CH:15][CH:16]=3)[C:11]([CH:18]3[CH2:20][CH2:19]3)=[CH:10][CH:9]=2)[C:4]([S:7][C:22]([CH3:31])([CH3:30])[C:23]([O:25][C:26]([CH3:29])([CH3:28])[CH3:27])=[O:24])=[N:5][N:6]=1. The yield is 0.750. (2) The reactants are [C:12]([O:11][C:9](O[C:9]([O:11][C:12]([CH3:15])([CH3:14])[CH3:13])=[O:10])=[O:10])([CH3:15])([CH3:14])[CH3:13].[NH2:16][CH2:17][CH2:18][O:19][CH2:20][CH2:21][O:22][CH2:23][CH2:24][NH2:25].CCOC(C)=O. The catalyst is C(Cl)Cl. The product is [NH2:16][CH2:17][CH2:18][O:19][CH2:20][CH2:21][O:22][CH2:23][CH2:24][NH:25][C:9](=[O:10])[O:11][C:12]([CH3:13])([CH3:14])[CH3:15]. The yield is 0.560. (3) The reactants are Cl[CH:2]([C:19]1[CH:24]=[CH:23][CH:22]=[CH:21][CH:20]=1)[C:3]([C:5]1[C:13]2[C:8](=[CH:9][CH:10]=[CH:11][CH:12]=2)[N:7]([S:14]([CH2:17][CH3:18])(=[O:16])=[O:15])[CH:6]=1)=[O:4].[CH3:25][O:26][C:27]1[CH:32]=[CH:31][CH:30]=[C:29]([NH2:33])[CH:28]=1. The yield is 0.250. The product is [CH2:17]([S:14]([N:7]1[C:8]2[C:13](=[CH:12][CH:11]=[CH:10][CH:9]=2)[C:5]([C:3](=[O:4])[CH:2]([NH:33][C:29]2[CH:30]=[CH:31][CH:32]=[C:27]([O:26][CH3:25])[CH:28]=2)[C:19]2[CH:24]=[CH:23][CH:22]=[CH:21][CH:20]=2)=[CH:6]1)(=[O:16])=[O:15])[CH3:18]. The catalyst is C(#N)C. (4) The reactants are Cl.[C:2]1([CH3:10])[CH:7]=[CH:6][CH:5]=[C:4]([NH:8][NH2:9])[CH:3]=1.[F:11][C:12]([F:19])([F:18])[C:13](=O)[CH2:14][C:15]#[N:16]. No catalyst specified. The product is [C:2]1([CH3:10])[CH:7]=[CH:6][CH:5]=[C:4]([N:8]2[C:15]([NH2:16])=[CH:14][C:13]([C:12]([F:19])([F:18])[F:11])=[N:9]2)[CH:3]=1. The yield is 0.220. (5) The reactants are Br[C:2]1[CH:23]=[CH:22][C:5]([C:6]([NH:8][S:9]([C:12]2[CH:17]=[CH:16][CH:15]=[CH:14][C:13]=2[S:18](=[O:21])(=[O:20])[NH2:19])(=[O:11])=[O:10])=[O:7])=[CH:4][C:3]=1[O:24][CH2:25][CH:26]([F:28])[F:27].[CH3:29][CH:30]([CH3:33])[C:31]#[CH:32]. No catalyst specified. The product is [F:27][CH:26]([F:28])[CH2:25][O:24][C:3]1[CH:4]=[C:5]([CH:22]=[CH:23][C:2]=1[C:32]#[C:31][CH:30]([CH3:33])[CH3:29])[C:6]([NH:8][S:9]([C:12]1[CH:17]=[CH:16][CH:15]=[CH:14][C:13]=1[S:18](=[O:21])(=[O:20])[NH2:19])(=[O:11])=[O:10])=[O:7]. The yield is 0.490. (6) The yield is 0.740. No catalyst specified. The reactants are [O:1]1[C:6]2[CH:7]=[CH:8][CH:9]=[CH:10][C:5]=2[N:4]([CH2:11][CH2:12][O:13][C:14]2[CH:19]=[CH:18][C:17]([CH2:20][CH:21]([O:25][CH2:26][CH3:27])[C:22](O)=[O:23])=[CH:16][CH:15]=2)[CH2:3][CH2:2]1.[CH3:28][NH2:29]. The product is [CH3:28][NH:29][C:22](=[O:23])[CH:21]([O:25][CH2:26][CH3:27])[CH2:20][C:17]1[CH:18]=[CH:19][C:14]([O:13][CH2:12][CH2:11][N:4]2[C:5]3[CH:10]=[CH:9][CH:8]=[CH:7][C:6]=3[O:1][CH2:2][CH2:3]2)=[CH:15][CH:16]=1.